The task is: Regression. Given two drug SMILES strings and cell line genomic features, predict the synergy score measuring deviation from expected non-interaction effect.. This data is from NCI-60 drug combinations with 297,098 pairs across 59 cell lines. (1) Drug 1: CC1CCC2CC(C(=CC=CC=CC(CC(C(=O)C(C(C(=CC(C(=O)CC(OC(=O)C3CCCCN3C(=O)C(=O)C1(O2)O)C(C)CC4CCC(C(C4)OC)OCCO)C)C)O)OC)C)C)C)OC. Cell line: SK-MEL-28. Synergy scores: CSS=8.07, Synergy_ZIP=-3.28, Synergy_Bliss=1.87, Synergy_Loewe=-13.7, Synergy_HSA=-0.216. Drug 2: C(=O)(N)NO. (2) Drug 1: C1=CC(=CC=C1CCC2=CNC3=C2C(=O)NC(=N3)N)C(=O)NC(CCC(=O)O)C(=O)O. Drug 2: CN(C)C1=NC(=NC(=N1)N(C)C)N(C)C. Cell line: HCT116. Synergy scores: CSS=38.7, Synergy_ZIP=2.18, Synergy_Bliss=-0.980, Synergy_Loewe=-29.4, Synergy_HSA=-1.03. (3) Drug 1: C1C(C(OC1N2C=C(C(=O)NC2=O)F)CO)O. Drug 2: CCC1(CC2CC(C3=C(CCN(C2)C1)C4=CC=CC=C4N3)(C5=C(C=C6C(=C5)C78CCN9C7C(C=CC9)(C(C(C8N6C)(C(=O)OC)O)OC(=O)C)CC)OC)C(=O)OC)O.OS(=O)(=O)O. Cell line: HCT116. Synergy scores: CSS=7.08, Synergy_ZIP=-4.39, Synergy_Bliss=4.77, Synergy_Loewe=-7.03, Synergy_HSA=-3.03. (4) Drug 1: CC12CCC(CC1=CCC3C2CCC4(C3CC=C4C5=CN=CC=C5)C)O. Drug 2: CC(CN1CC(=O)NC(=O)C1)N2CC(=O)NC(=O)C2. Cell line: LOX IMVI. Synergy scores: CSS=32.8, Synergy_ZIP=-11.4, Synergy_Bliss=-7.23, Synergy_Loewe=-5.89, Synergy_HSA=-1.97. (5) Drug 1: C1CC(C1)(C(=O)O)C(=O)O.[NH2-].[NH2-].[Pt+2]. Drug 2: COC1=C2C(=CC3=C1OC=C3)C=CC(=O)O2. Cell line: TK-10. Synergy scores: CSS=3.72, Synergy_ZIP=-0.416, Synergy_Bliss=2.82, Synergy_Loewe=0.189, Synergy_HSA=0.808. (6) Drug 1: CC(C)(C#N)C1=CC(=CC(=C1)CN2C=NC=N2)C(C)(C)C#N. Drug 2: C1C(C(OC1N2C=NC(=NC2=O)N)CO)O. Cell line: COLO 205. Synergy scores: CSS=25.1, Synergy_ZIP=0.463, Synergy_Bliss=0.326, Synergy_Loewe=0.582, Synergy_HSA=3.58. (7) Drug 1: CC1C(C(CC(O1)OC2CC(CC3=C2C(=C4C(=C3O)C(=O)C5=C(C4=O)C(=CC=C5)OC)O)(C(=O)C)O)N)O.Cl. Drug 2: CCC1(CC2CC(C3=C(CCN(C2)C1)C4=CC=CC=C4N3)(C5=C(C=C6C(=C5)C78CCN9C7C(C=CC9)(C(C(C8N6C)(C(=O)OC)O)OC(=O)C)CC)OC)C(=O)OC)O.OS(=O)(=O)O. Cell line: A549. Synergy scores: CSS=25.3, Synergy_ZIP=-4.99, Synergy_Bliss=0.342, Synergy_Loewe=0.305, Synergy_HSA=1.43.